Task: Regression/Classification. Given a drug SMILES string, predict its absorption, distribution, metabolism, or excretion properties. Task type varies by dataset: regression for continuous measurements (e.g., permeability, clearance, half-life) or binary classification for categorical outcomes (e.g., BBB penetration, CYP inhibition). Dataset: rlm.. Dataset: Rat liver microsome stability data (1) The compound is O=C1CCC(C(=O)N2CCSCC2)CN1Cc1ccc(Cl)cc1. The result is 1 (stable in rat liver microsomes). (2) The compound is CCn1cc(C(=O)N2CCN(c3cccc(Cl)c3)CC2)c2cc(OC)c(OC)cc2c1=O. The result is 1 (stable in rat liver microsomes).